The task is: Regression. Given a peptide amino acid sequence and an MHC pseudo amino acid sequence, predict their binding affinity value. This is MHC class I binding data.. This data is from Peptide-MHC class I binding affinity with 185,985 pairs from IEDB/IMGT. (1) The peptide sequence is ERYFRIHSL. The MHC is Mamu-B52 with pseudo-sequence Mamu-B52. The binding affinity (normalized) is 0. (2) The MHC is HLA-A68:02 with pseudo-sequence HLA-A68:02. The binding affinity (normalized) is 0.455. The peptide sequence is SLENFRAYV.